From a dataset of Reaction yield outcomes from USPTO patents with 853,638 reactions. Predict the reaction yield, written as a fraction of the theoretical maximum amount of product (1.0 means a 100% yield; for example, 0.34 means a 34% yield). (1) The reactants are [Br:1][C:2]1[CH:10]=[CH:9][C:8]([F:11])=[CH:7][C:3]=1[C:4](O)=[O:5].C(Cl)(=O)C(Cl)=O.C[N:19](C)C=O. The catalyst is ClCCl. The product is [Br:1][C:2]1[CH:10]=[CH:9][C:8]([F:11])=[CH:7][C:3]=1[C:4]([NH2:19])=[O:5]. The yield is 0.960. (2) The reactants are C(OCC)(=O)C.C(OC([N:14]1[CH2:19][CH2:18][CH:17]([CH2:20][S:21][C:22]2[CH:27]=[CH:26][CH:25]=[CH:24][CH:23]=2)[CH2:16][CH2:15]1)=O)(C)(C)C.[ClH:28]. No catalyst specified. The product is [ClH:28].[C:22]1([S:21][CH2:20][CH:17]2[CH2:16][CH2:15][NH:14][CH2:19][CH2:18]2)[CH:23]=[CH:24][CH:25]=[CH:26][CH:27]=1. The yield is 0.890. (3) The reactants are C1(P(C2C=CC=CC=2)C2C=CC=CC=2)C=CC=CC=1.[Cl:20][C:21]1[C:30]2[C:25](=[CH:26][CH:27]=[CH:28][CH:29]=2)[C:24](O)=[C:23]([CH2:32][CH2:33][CH2:34][OH:35])[N:22]=1.N(C(OC(C)C)=O)=NC(OC(C)C)=O. The catalyst is C1COCC1. The product is [Cl:20][C:21]1[C:30]2[CH:29]=[CH:28][CH:27]=[CH:26][C:25]=2[C:24]2[O:35][CH2:34][CH2:33][CH2:32][C:23]=2[N:22]=1. The yield is 0.730. (4) The reactants are [CH2:1]1[S:7][C:5](=[O:6])[NH:4][C:2]1=[O:3].C([N-]C(C)C)(C)C.[Li+].Br[CH2:17][C:18]1[CH:19]=[CH:20][C:21]([Cl:33])=[C:22]([CH:32]=1)[O:23][C:24]1[N:28]([CH3:29])[N:27]=[C:26]([CH3:30])[C:25]=1[CH3:31].O. The catalyst is O1CCCC1. The product is [Cl:33][C:21]1[CH:20]=[CH:19][C:18]([CH2:17][CH:1]2[S:7][C:5](=[O:6])[NH:4][C:2]2=[O:3])=[CH:32][C:22]=1[O:23][C:24]1[N:28]([CH3:29])[N:27]=[C:26]([CH3:30])[C:25]=1[CH3:31]. The yield is 0.700. (5) The reactants are [NH2:1][C:2]1[N:3]=[C:4]([O:30][CH2:31][CH:32]2[CH2:34][CH2:33]2)[C:5]2[S:10][C:9](=[O:11])[N:8]([C@@H:12]3[O:24][C@H:23]([CH2:25][O:26]C(=O)C)[C@@H:18]([O:19]C(=O)C)[C@H:13]3[O:14]C(=O)C)[C:6]=2[N:7]=1.C([O-])([O-])=O.[K+].[K+]. The catalyst is CO. The product is [NH2:1][C:2]1[N:3]=[C:4]([O:30][CH2:31][CH:32]2[CH2:34][CH2:33]2)[C:5]2[S:10][C:9](=[O:11])[N:8]([C@@H:12]3[O:24][C@H:23]([CH2:25][OH:26])[C@@H:18]([OH:19])[C@H:13]3[OH:14])[C:6]=2[N:7]=1. The yield is 0.290.